This data is from Reaction yield outcomes from USPTO patents with 853,638 reactions. The task is: Predict the reaction yield, written as a fraction of the theoretical maximum amount of product (1.0 means a 100% yield; for example, 0.34 means a 34% yield). The reactants are OCC[C:4]1[O:5][C:6]2[CH:12]=[CH:11][C:10]([C:13]3[CH:20]=[CH:19][C:16]([C:17]#[N:18])=[CH:15][CH:14]=3)=[CH:9][C:7]=2[CH:8]=1.[CH2:21](N(CC)CC)[CH3:22].[CH3:28][S:29](Cl)(=[O:31])=[O:30]. The catalyst is ClCCl. The product is [CH3:21][CH2:22][CH2:28][S:29]([C:4]1[O:5][C:6]2[CH:12]=[CH:11][C:10]([C:13]3[CH:14]=[CH:15][C:16]([C:17]#[N:18])=[CH:19][CH:20]=3)=[CH:9][C:7]=2[CH:8]=1)(=[O:31])=[O:30]. The yield is 0.890.